From a dataset of Catalyst prediction with 721,799 reactions and 888 catalyst types from USPTO. Predict which catalyst facilitates the given reaction. (1) Reactant: Br[C:2]1[CH:11]=[C:10]2[C:5]([C:6]([N:12]3[CH2:17][CH2:16][N:15]([C:18]([O:20][C:21]([CH3:24])([CH3:23])[CH3:22])=[O:19])[CH2:14][CH2:13]3)=[N:7][CH:8]=[N:9]2)=[CH:4][C:3]=1[Cl:25].[CH2:26]([Sn:30]([CH2:48][CH2:49][CH2:50][CH3:51])([CH2:44][CH2:45][CH2:46][CH3:47])[Sn:30]([CH2:44][CH2:45][CH2:46][CH3:47])([CH2:48][CH2:49][CH2:50][CH3:51])[CH2:26][CH2:27][CH2:28][CH3:29])[CH2:27][CH2:28][CH3:29]. Product: [C:21]([O:20][C:18]([N:15]1[CH2:16][CH2:17][N:12]([C:6]2[C:5]3[C:10](=[CH:11][C:2]([Sn:30]([CH2:44][CH2:45][CH2:46][CH3:47])([CH2:48][CH2:49][CH2:50][CH3:51])[CH2:26][CH2:27][CH2:28][CH3:29])=[C:3]([Cl:25])[CH:4]=3)[N:9]=[CH:8][N:7]=2)[CH2:13][CH2:14]1)=[O:19])([CH3:24])([CH3:23])[CH3:22]. The catalyst class is: 109. (2) Reactant: C([Si]1(C(C)(C)C)[O:10][C@H:9]2[C@H:11]([O:14][C:15]3[N:16](COCC[Si](C)(C)C)[C:17]4[C:18]([N:41]=3)=[N:19][C:20]([C:24]3[CH:29]=[CH:28][C:27]([C:30]5[CH:35]=[CH:34][C:33]([N:36]6[CH:40]=[N:39][CH:38]=[N:37]6)=[CH:32][CH:31]=5)=[CH:26][CH:25]=3)=[C:21]([Cl:23])[CH:22]=4)[CH2:12][O:13][C@@H:8]2[CH2:7][O:6]1)(C)(C)C.C(O)=O.OS([O-])(=O)=O.[K+].[OH-].[Na+].CCCC[N+](CCCC)(CCCC)CCCC.[F-]. Product: [Cl:23][C:21]1[CH:22]=[C:17]2[NH:16][C:15]([O:14][C@@H:11]3[CH2:12][O:13][C@H:8]([CH2:7][OH:6])[C@H:9]3[OH:10])=[N:41][C:18]2=[N:19][C:20]=1[C:24]1[CH:25]=[CH:26][C:27]([C:30]2[CH:35]=[CH:34][C:33]([N:36]3[CH:40]=[N:39][CH:38]=[N:37]3)=[CH:32][CH:31]=2)=[CH:28][CH:29]=1. The catalyst class is: 1. (3) Reactant: [CH:1]1[C:10]2[C:5](=[CH:6][CH:7]=[CH:8][CH:9]=2)[CH:4]=[CH:3][C:2]=1[C:11]1[C:24]2[C:25]3=[C:26]4[C:21](=[CH:22][CH:23]=2)[CH:20]=[CH:19][C:18]([C:27]2[CH:36]=[CH:35][C:34]5[C:29](=[CH:30][CH:31]=[CH:32][CH:33]=5)[CH:28]=2)=[C:17]4[CH:16]=[CH:15][C:14]3=[CH:13][CH:12]=1.C1C(=O)N([Br:44])C(=O)C1.O.CCCCCC.C1(C)C=CC=CC=1. Product: [Br:44][C:20]1[CH:19]=[C:18]([C:27]2[CH:36]=[CH:35][C:34]3[C:29](=[CH:30][CH:31]=[CH:32][CH:33]=3)[CH:28]=2)[C:17]2[C:26]3=[C:25]4[C:14]([CH:13]=[CH:12][C:11]([C:2]5[CH:3]=[CH:4][C:5]6[C:10](=[CH:9][CH:8]=[CH:7][CH:6]=6)[CH:1]=5)=[C:24]4[CH:23]=[CH:22][C:21]=13)=[CH:15][CH:16]=2. The catalyst class is: 3. (4) Reactant: [CH3:1][C:2]([N:5]1[N:11]=[CH:10][C:9](Cl)=[C:8]([Cl:13])[C:6]1=[O:7])([CH3:4])[CH3:3].[CH3:14][C:15]1([C:20]2[CH:25]=[CH:24][C:23]([CH2:26][OH:27])=[CH:22][CH:21]=2)[O:19][CH2:18][CH2:17][O:16]1.C(=O)([O-])[O-].[Cs+].[Cs+].CCCCC.C(OCC)(=O)C. Product: [C:2]([N:5]1[C:6](=[O:7])[C:8]([Cl:13])=[C:9]([O:27][CH2:26][C:23]2[CH:22]=[CH:21][C:20]([C:15]3([CH3:14])[O:16][CH2:17][CH2:18][O:19]3)=[CH:25][CH:24]=2)[CH:10]=[N:11]1)([CH3:4])([CH3:3])[CH3:1]. The catalyst class is: 9.